This data is from Forward reaction prediction with 1.9M reactions from USPTO patents (1976-2016). The task is: Predict the product of the given reaction. (1) Given the reactants [Br:1][C:2]1[CH:9]=[CH:8][C:5]([CH2:6][NH2:7])=[CH:4][C:3]=1[CH3:10].C(N(CC)CC)C.[CH:18](OCC)=[O:19], predict the reaction product. The product is: [Br:1][C:2]1[CH:9]=[CH:8][C:5]([CH2:6][NH:7][CH:18]=[O:19])=[CH:4][C:3]=1[CH3:10]. (2) Given the reactants Cl[C:2]1[CH:7]=[C:6]([N:8]2[CH2:12][CH2:11][CH2:10][C@H:9]2[C:13]([F:16])([F:15])[F:14])[N:5]=[C:4]([NH:17][CH3:18])[N:3]=1.[C:19]([C:21]1[C:26]([F:27])=[CH:25][C:24](B(O)O)=[CH:23][C:22]=1[F:31])#[N:20].C([O-])(O)=O.[Na+], predict the reaction product. The product is: [F:27][C:26]1[CH:25]=[C:24]([C:2]2[CH:7]=[C:6]([N:8]3[CH2:12][CH2:11][CH2:10][C@H:9]3[C:13]([F:16])([F:15])[F:14])[N:5]=[C:4]([NH:17][CH3:18])[N:3]=2)[CH:23]=[C:22]([F:31])[C:21]=1[C:19]#[N:20]. (3) Given the reactants [NH2:1][NH:2][C:3]([C:5]1[C:14]2[C:9](=[CH:10][CH:11]=[CH:12][CH:13]=2)[CH:8]=[CH:7][N:6]=1)=[NH:4].[CH3:15][O:16][C:17]1[CH:24]=[CH:23][C:20]([CH:21]=O)=[C:19]([OH:25])[CH:18]=1, predict the reaction product. The product is: [CH3:15][O:16][C:17]1[CH:24]=[CH:23][C:20]([C:21]2[NH:1][N:2]=[C:3]([C:5]3[C:14]4[C:9](=[CH:10][CH:11]=[CH:12][CH:13]=4)[CH:8]=[CH:7][N:6]=3)[N:4]=2)=[C:19]([OH:25])[CH:18]=1. (4) Given the reactants [F:1][C:2]([F:26])([F:25])[C:3]1[CH:24]=[CH:23][C:6]([O:7][CH2:8][C:9]2[CH:10]=[CH:11][C:12]([O:15][C:16]3[CH:21]=[CH:20][C:19]([NH2:22])=[CH:18][CH:17]=3)=[N:13][CH:14]=2)=[CH:5][CH:4]=1.C(=O)([O-])[O-].[K+].[K+].[I-].[Na+].Cl[CH2:36][C:37]([N:39]1[CH2:44][CH2:43][N:42]([CH2:45][C:46]2[CH:54]=[CH:53][C:52]3[O:51][CH2:50][O:49][C:48]=3[CH:47]=2)[CH2:41][CH2:40]1)=[O:38], predict the reaction product. The product is: [CH2:45]([N:42]1[CH2:41][CH2:40][N:39]([C:37](=[O:38])[CH2:36][NH:22][C:19]2[CH:20]=[CH:21][C:16]([O:15][C:12]3[CH:11]=[CH:10][C:9]([CH2:8][O:7][C:6]4[CH:23]=[CH:24][C:3]([C:2]([F:25])([F:1])[F:26])=[CH:4][CH:5]=4)=[CH:14][N:13]=3)=[CH:17][CH:18]=2)[CH2:44][CH2:43]1)[C:46]1[CH:54]=[CH:53][C:52]2[O:51][CH2:50][O:49][C:48]=2[CH:47]=1.